This data is from Drug-target binding data from BindingDB using Ki measurements. The task is: Regression. Given a target protein amino acid sequence and a drug SMILES string, predict the binding affinity score between them. We predict pKi (pKi = -log10(Ki in M); higher means stronger inhibition). Dataset: bindingdb_ki. (1) The target protein (P52702) has sequence MDPLNLSWYDDDLERQNWSRPFNGSDGKADRPHYNYYATLLTLLIAVIVFGNVLVCMAVSREKALQTTTNYLIVSLAVADLLVATLVMPWVVYLEVVGEWKFSKIHCDIFVTLDVMMCTASILNLCAISIDRYTAVAMPMLYNTRYSSKRRVTVMIAIVWVLSFTISCPLLFGLNNADQNECIIANPAFVVYSSIVSFYVPFIVTLLVYIKIYIVLRRRRKRVNTKRSSRAFRSHLRAPLKGNCTHPEDMKLCTVIMKSNGSFPVNRRRVEAARRAQELEMEMLSSTSPPERTRYSPIPPSHHQLTLPDPSHHGLHSTPDSPAKPEKNGHAKNHPKIAKIFEIQTMPNGKTRTSLKTMSRRKLSQQKEKKATQMLAIVLGVFIICWLPFFITHILNIHCDCNIPPVLYSAFTWLGYVNSAVNPIIYTTFNIEFRKAFLKILHC. The pKi is 5.7. The compound is COc1cccc(-c2ncc(CN(C)Cc3ccccc3)[nH]2)c1. (2) The drug is CC(C)[C@H](NC(=O)[C@H](CCCN=C(N)N)NC(=O)Cc1ccccc1)C(=O)N[C@@H](CCCN=C(N)N)C(=O)NCCCCN=C(N)N. The target protein (P29122) has sequence MPPRAPPAPGPRPPPRAAAATDTAAGAGGAGGAGGAGGPGFRPLAPRPWRWLLLLALPAACSAPPPRPVYTNHWAVQVLGGPAEADRVAAAHGYLNLGQIGNLEDYYHFYHSKTFKRSTLSSRGPHTFLRMDPQVKWLQQQEVKRRVKRQVRSDPQALYFNDPIWSNMWYLHCGDKNSRCRSEMNVQAAWKRGYTGKNVVVTILDDGIERNHPDLAPNYDSYASYDVNGNDYDPSPRYDASNENKHGTRCAGEVAASANNSYCIVGIAYNAKIGGIRMLDGDVTDVVEAKSLGIRPNYIDIYSASWGPDDDGKTVDGPGRLAKQAFEYGIKKGRQGLGSIFVWASGNGGREGDYCSCDGYTNSIYTISVSSATENGYKPWYLEECASTLATTYSSGAFYERKIVTTDLRQRCTDGHTGTSVSAPMVAGIIALALEANSQLTWRDVQHLLVKTSRPAHLKASDWKVNGAGHKVSHFYGFGLVDAEALVVEAKKWTAVPSQH.... The pKi is 7.4. (3) The target protein (P30875) has sequence MEMSSEQLNGSQVWVSSPFDLNGSLGPSNGSNQTEPYYDMTSNAVLTFIYFVVCVVGLCGNTLVIYVILRYAKMKTITNIYILNLAIADELFMLGLPFLAMQVALVHWPFGKAICRVVMTVDGINQFTSIFCLTVMSIDRYLAVVHPIKSAKWRRPRTAKMINVAVWCVSLLVILPIMIYAGLRSNQWGRSSCTINWPGESGAWYTGFIIYAFILGFLVPLTIICLCYLFIIIKVKSSGIRVGSSKRKKSEKKVTRMVSIVVAVFIFCWLPFYIFNVSSVSVAISPTPALKGMFDFVVILTYANSCANPILYAFLSDNFKKSFQNVLCLVKVSGTEDGERSDSKQDKSRLNETTETQRTLLNGDLQTSI. The pKi is 6.0. The drug is CC(O)C1NC(=O)C(CCCCCCCN)NC(=O)C(Cc2ccccc2)NC(=O)C(Cc2c[nH]c3ccccc23)NC(=O)C(CCCN)NC1=O. (4) The small molecule is C=C1/C(=C\C=C2/CCC[C@@]3(C)[C@H]2CC[C@@H]3[C@@H](C)CC(C)C)C[C@@H](O)/C(=C\CCO)[C@@H]1O. The target protein (P13053) has sequence MEATAASTSLPDPGDFDRNVPRICGVCGDRATGFHFNAMTCEGCKGFFRRSMKRKALFTCPFNGDCRITKDNRRHCQACRLKRCVDIGMMKEFILTDEEVQRKREMIMKRKEEEALKDSLRPKLSEEQQHIIAILLDAHHKTYDPTYADFRDFRPPVRMDGSTGSYSPRPTLSFSGNSSSSSSDLYTTSLDMMEPSGFSNLDLNGEDSDDPSVTLDLSPLSMLPHLADLVSYSIQKVIGFAKMIPGFRDLTSDDQIVLLKSSAIEVIMLRSNQSFTMDDMSWDCGSQDYKYDVTDVSKAGHTLELIEPLIKFQVGLKKLNLHEEEHVLLMAICIVSPDRPGVQDAKLVEAIQDRLSNTLQTYIRCRHPPPGSHQLYAKMIQKLADLRSLNEEHSKQYRSLSFQPENSMKLTPLVLEVFGNEIS. The pKi is 9.3.